This data is from Full USPTO retrosynthesis dataset with 1.9M reactions from patents (1976-2016). The task is: Predict the reactants needed to synthesize the given product. Given the product [C:19]([C:17]1[CH:16]=[CH:15][C:3]([CH2:4][NH:5][C:6](=[O:14])[C:7]2[CH:12]=[CH:11][CH:10]=[C:9]([CH3:13])[CH:8]=2)=[C:2]([NH:1][CH2:22][C:23](=[O:24])[NH:25][C:26]2[CH:31]=[CH:30][CH:29]=[CH:28][CH:27]=2)[CH:18]=1)#[N:20], predict the reactants needed to synthesize it. The reactants are: [NH2:1][C:2]1[CH:18]=[C:17]([C:19]#[N:20])[CH:16]=[CH:15][C:3]=1[CH2:4][NH:5][C:6](=[O:14])[C:7]1[CH:12]=[CH:11][CH:10]=[C:9]([CH3:13])[CH:8]=1.Cl[CH2:22][C:23]([NH:25][C:26]1[CH:31]=[CH:30][CH:29]=[CH:28][CH:27]=1)=[O:24].